From a dataset of Reaction yield outcomes from USPTO patents with 853,638 reactions. Predict the reaction yield, written as a fraction of the theoretical maximum amount of product (1.0 means a 100% yield; for example, 0.34 means a 34% yield). (1) The reactants are N(CC(N)[CH2:6][CH:7]1[CH2:16][CH2:15][C:14]2[C:9](=[CH:10][CH:11]=[CH:12][CH:13]=2)[CH2:8]1)=[N+]=[N-].[OH-].[CH3:19][O:20]C(NS([N+](CC)(CC)CC)(=O)=O)=O.CC[N+](S(N=C([O:47][CH3:48])[O-])(=O)=O)(CC)CC. The catalyst is C1C=CC=CC=1. The product is [CH2:8]1[C:9]2[C:14](=[CH:13][CH:12]=[CH:11][CH:10]=2)[CH2:15][CH2:16][CH:7]1[CH2:6][C:48](=[O:47])[CH:19]=[O:20]. The yield is 0.920. (2) The reactants are Br[CH2:2][C:3]1[CH:27]=[CH:26][C:6]([C:7]([NH:9][C:10]2[S:11][C:12]([N:20]3[CH2:25][CH2:24][O:23][CH2:22][CH2:21]3)=[C:13]([C:15]3[O:16][CH:17]=[CH:18][CH:19]=3)[N:14]=2)=[O:8])=[CH:5][CH:4]=1.[NH:28]1[CH:32]=[CH:31][N:30]=[CH:29]1.O. The catalyst is CN(C=O)C. The product is [O:16]1[CH:17]=[CH:18][CH:19]=[C:15]1[C:13]1[N:14]=[C:10]([NH:9][C:7](=[O:8])[C:6]2[CH:26]=[CH:27][C:3]([CH2:2][N:28]3[CH:32]=[CH:31][N:30]=[CH:29]3)=[CH:4][CH:5]=2)[S:11][C:12]=1[N:20]1[CH2:25][CH2:24][O:23][CH2:22][CH2:21]1. The yield is 0.800. (3) The reactants are [Br:1][C:2]1[C:7]([CH:8](O)[C:9]([CH3:12])([CH3:11])[CH3:10])=[CH:6][CH:5]=[CH:4][N:3]=1.[Li]C.C[CH2:17][O:18]CC.[C:21](=[S:23])=[S:22].CI. The catalyst is C1COCC1. The product is [CH3:17][O:18][C:21](=[S:23])[S:22][CH:8]([C:7]1[C:2]([Br:1])=[N:3][CH:4]=[CH:5][CH:6]=1)[C:9]([CH3:12])([CH3:11])[CH3:10]. The yield is 0.810.